This data is from Catalyst prediction with 721,799 reactions and 888 catalyst types from USPTO. The task is: Predict which catalyst facilitates the given reaction. (1) Reactant: [OH:1][CH2:2][C:3]1[CH:8]=[CH:7][C:6]([NH:9][CH:10]=[C:11]2[C:19]3[C:14](=[CH:15][C:16]([C:20]([C:22]4[CH:23]=[C:24]([NH:28][C:29]([C:31]5[N:32]([CH3:37])[N:33]=[C:34]([CH3:36])[CH:35]=5)=[O:30])[CH:25]=[CH:26][CH:27]=4)=[O:21])=[CH:17][CH:18]=3)[NH:13][C:12]2=[O:38])=[CH:5][CH:4]=1.Cl.[CH3:40][N:41]([CH2:43][C:44](Cl)=[O:45])[CH3:42].C(N(CC)CC)C. The catalyst class is: 3. Product: [CH3:37][N:32]1[C:31]([C:29]([NH:28][C:24]2[CH:23]=[C:22]([CH:27]=[CH:26][CH:25]=2)[C:20]([C:16]2[CH:15]=[C:14]3[C:19]([C:11](=[CH:10][NH:9][C:6]4[CH:5]=[CH:4][C:3]([CH2:2][O:1][C:44](=[O:45])[CH2:43][N:41]([CH3:42])[CH3:40])=[CH:8][CH:7]=4)[C:12](=[O:38])[NH:13]3)=[CH:18][CH:17]=2)=[O:21])=[O:30])=[CH:35][C:34]([CH3:36])=[N:33]1. (2) Reactant: [O:1]1[CH:5]=[CH:4][C:3]([NH2:6])=[N:2]1.[Cl:7][C:8]1[CH:13]=[C:12]([C:14]2[C:23]3[C:18](=[CH:19][C:20]([S:24](OC4C(F)=C(F)C(F)=C(F)C=4F)(=[O:26])=[O:25])=[CH:21][CH:22]=3)[CH:17]=[CH:16][N:15]=2)[C:11]([O:39][CH3:40])=[CH:10][C:9]=1[C:41]1[CH:46]=[CH:45][CH:44]=[C:43]([F:47])[CH:42]=1.C[Si]([N-][Si](C)(C)C)(C)C.[Li+]. Product: [Cl:7][C:8]1[CH:13]=[C:12]([C:14]2[C:23]3[C:18](=[CH:19][C:20]([S:24]([NH:6][C:3]4[CH:4]=[CH:5][O:1][N:2]=4)(=[O:26])=[O:25])=[CH:21][CH:22]=3)[CH:17]=[CH:16][N:15]=2)[C:11]([O:39][CH3:40])=[CH:10][C:9]=1[C:41]1[CH:46]=[CH:45][CH:44]=[C:43]([F:47])[CH:42]=1. The catalyst class is: 1. (3) Product: [O:2]=[C:3]1[CH:12]=[CH:11][C:10]2[N:9]=[CH:8][C:7]([C:13]([O:15][CH3:16])=[O:14])=[CH:6][C:5]=2[NH:4]1. The catalyst class is: 570. Reactant: C[O:2][C:3]1[N:4]=[C:5]2[C:10](=[CH:11][CH:12]=1)[N:9]=[CH:8][C:7]([C:13]([O:15][CH3:16])=[O:14])=[CH:6]2. (4) Reactant: [CH:1]([N:4]1[CH2:9][CH2:8][N:7]([CH2:10][C:11]2[CH:18]=[CH:17][C:14]([CH:15]=O)=[CH:13][CH:12]=2)[CH2:6][CH2:5]1)([CH3:3])[CH3:2].OS([O-])=O.[Na+].CC1C=CC(S(O)(=O)=O)=CC=1.[NH2:35][C:36]1[CH:44]=[C:43]([O:45][CH3:46])[CH:42]=[C:41]([O:47][CH3:48])[C:37]=1[C:38]([NH2:40])=[O:39]. Product: [CH:1]([N:4]1[CH2:9][CH2:8][N:7]([CH2:10][C:11]2[CH:18]=[CH:17][C:14]([C:15]3[NH:40][C:38](=[O:39])[C:37]4[C:36](=[CH:44][C:43]([O:45][CH3:46])=[CH:42][C:41]=4[O:47][CH3:48])[N:35]=3)=[CH:13][CH:12]=2)[CH2:6][CH2:5]1)([CH3:3])[CH3:2]. The catalyst class is: 287. (5) Reactant: [NH2:1][C:2]1[N:10]([CH2:11][C:12]2[CH:17]=[CH:16][C:15]([Cl:18])=[CH:14][CH:13]=2)[C:9]2[C:8](=[O:19])[N:7]([CH2:20][CH2:21][CH2:22][O:23][CH:24]3[CH2:29][CH2:28][CH2:27][CH2:26][O:25]3)[C:6](=[O:30])[N:5]([CH3:31])[C:4]=2[N:3]=1.[H-].[Na+].[CH:34]([S:37](Cl)(=[O:39])=[O:38])([CH3:36])[CH3:35]. Product: [Cl:18][C:15]1[CH:14]=[CH:13][C:12]([CH2:11][N:10]2[C:9]3[C:8](=[O:19])[N:7]([CH2:20][CH2:21][CH2:22][O:23][CH:24]4[CH2:29][CH2:28][CH2:27][CH2:26][O:25]4)[C:6](=[O:30])[N:5]([CH3:31])[C:4]=3[N:3]=[C:2]2[NH:1][S:37]([CH:34]([CH3:36])[CH3:35])(=[O:39])=[O:38])=[CH:17][CH:16]=1. The catalyst class is: 1. (6) Reactant: [C:1]([C:3]([NH:6][C:7]1[CH:12]=[CH:11][C:10]([CH2:13][CH2:14][C:15]([O:17]C)=O)=[CH:9][CH:8]=1)([CH3:5])[CH3:4])#[N:2].[CH3:19][NH2:20]. Product: [C:1]([C:3]([NH:6][C:7]1[CH:8]=[CH:9][C:10]([CH2:13][CH2:14][C:15]([NH:20][CH3:19])=[O:17])=[CH:11][CH:12]=1)([CH3:4])[CH3:5])#[N:2]. The catalyst class is: 5. (7) Reactant: [Br:1][C:2]1[CH:7]=[CH:6][C:5]([C:8](O)([CH2:11][CH3:12])[CH2:9][CH3:10])=[CH:4][CH:3]=1.[C:14]1([CH3:21])[C:19]([OH:20])=[CH:18][CH:17]=[CH:16][CH:15]=1.OS(O)(=O)=O. Product: [Br:1][C:2]1[CH:7]=[CH:6][C:5]([C:8]([C:16]2[CH:17]=[CH:18][C:19]([OH:20])=[C:14]([CH3:21])[CH:15]=2)([CH2:11][CH3:12])[CH2:9][CH3:10])=[CH:4][CH:3]=1. The catalyst class is: 6. (8) Reactant: B(Br)(Br)Br.[F:5][C:6]1[C:15]([O:16]C)=[CH:14][CH:13]=[C:12]2[C:7]=1[CH:8]=[CH:9][CH:10]=[C:11]2[C:18]([OH:20])=[O:19].[NH4+].[OH-].Cl. Product: [F:5][C:6]1[C:15]([OH:16])=[CH:14][CH:13]=[C:12]2[C:7]=1[CH:8]=[CH:9][CH:10]=[C:11]2[C:18]([OH:20])=[O:19]. The catalyst class is: 2.